This data is from NCI-60 drug combinations with 297,098 pairs across 59 cell lines. The task is: Regression. Given two drug SMILES strings and cell line genomic features, predict the synergy score measuring deviation from expected non-interaction effect. (1) Drug 1: CC1=C2C(C(=O)C3(C(CC4C(C3C(C(C2(C)C)(CC1OC(=O)C(C(C5=CC=CC=C5)NC(=O)OC(C)(C)C)O)O)OC(=O)C6=CC=CC=C6)(CO4)OC(=O)C)O)C)O. Drug 2: CS(=O)(=O)CCNCC1=CC=C(O1)C2=CC3=C(C=C2)N=CN=C3NC4=CC(=C(C=C4)OCC5=CC(=CC=C5)F)Cl. Cell line: OVCAR3. Synergy scores: CSS=33.0, Synergy_ZIP=9.98, Synergy_Bliss=11.2, Synergy_Loewe=14.3, Synergy_HSA=14.4. (2) Drug 1: C1C(C(OC1N2C=NC3=C(N=C(N=C32)Cl)N)CO)O. Drug 2: C1CN(P(=O)(OC1)NCCCl)CCCl. Cell line: ACHN. Synergy scores: CSS=31.1, Synergy_ZIP=1.45, Synergy_Bliss=-2.15, Synergy_Loewe=-47.7, Synergy_HSA=-3.91. (3) Drug 1: CN1C(=O)N2C=NC(=C2N=N1)C(=O)N. Drug 2: C1CN(P(=O)(OC1)NCCCl)CCCl. Cell line: MALME-3M. Synergy scores: CSS=-0.672, Synergy_ZIP=1.58, Synergy_Bliss=1.13, Synergy_Loewe=-0.704, Synergy_HSA=-1.37. (4) Drug 1: CC1C(C(CC(O1)OC2CC(CC3=C2C(=C4C(=C3O)C(=O)C5=C(C4=O)C(=CC=C5)OC)O)(C(=O)C)O)N)O.Cl. Drug 2: CC1CCCC2(C(O2)CC(NC(=O)CC(C(C(=O)C(C1O)C)(C)C)O)C(=CC3=CSC(=N3)C)C)C. Cell line: NCI-H322M. Synergy scores: CSS=7.24, Synergy_ZIP=-1.35, Synergy_Bliss=4.92, Synergy_Loewe=3.88, Synergy_HSA=4.48. (5) Drug 1: C(=O)(N)NO. Drug 2: C1=NC2=C(N=C(N=C2N1C3C(C(C(O3)CO)O)F)Cl)N. Cell line: HOP-62. Synergy scores: CSS=22.3, Synergy_ZIP=2.71, Synergy_Bliss=2.72, Synergy_Loewe=-34.1, Synergy_HSA=1.30. (6) Drug 1: CCC1(CC2CC(C3=C(CCN(C2)C1)C4=CC=CC=C4N3)(C5=C(C=C6C(=C5)C78CCN9C7C(C=CC9)(C(C(C8N6C=O)(C(=O)OC)O)OC(=O)C)CC)OC)C(=O)OC)O.OS(=O)(=O)O. Drug 2: CC1CCCC2(C(O2)CC(NC(=O)CC(C(C(=O)C(C1O)C)(C)C)O)C(=CC3=CSC(=N3)C)C)C. Cell line: MCF7. Synergy scores: CSS=26.0, Synergy_ZIP=-5.02, Synergy_Bliss=-4.49, Synergy_Loewe=-4.94, Synergy_HSA=-1.72. (7) Drug 1: COC1=C(C=C2C(=C1)N=CN=C2NC3=CC(=C(C=C3)F)Cl)OCCCN4CCOCC4. Drug 2: CN(C)N=NC1=C(NC=N1)C(=O)N. Cell line: SNB-75. Synergy scores: CSS=26.4, Synergy_ZIP=-6.74, Synergy_Bliss=1.23, Synergy_Loewe=-22.3, Synergy_HSA=-0.254. (8) Drug 1: CC1=C(C(CCC1)(C)C)C=CC(=CC=CC(=CC(=O)O)C)C. Drug 2: CC1=C(C=C(C=C1)C(=O)NC2=CC(=CC(=C2)C(F)(F)F)N3C=C(N=C3)C)NC4=NC=CC(=N4)C5=CN=CC=C5. Cell line: MCF7. Synergy scores: CSS=6.30, Synergy_ZIP=-4.17, Synergy_Bliss=-0.0310, Synergy_Loewe=-7.24, Synergy_HSA=-2.26. (9) Drug 1: CC12CCC3C(C1CCC2=O)CC(=C)C4=CC(=O)C=CC34C. Drug 2: CCC1=C2CN3C(=CC4=C(C3=O)COC(=O)C4(CC)O)C2=NC5=C1C=C(C=C5)O. Cell line: RXF 393. Synergy scores: CSS=38.5, Synergy_ZIP=-5.08, Synergy_Bliss=-5.59, Synergy_Loewe=-6.45, Synergy_HSA=-3.91.